From a dataset of Full USPTO retrosynthesis dataset with 1.9M reactions from patents (1976-2016). Predict the reactants needed to synthesize the given product. (1) The reactants are: [Cl:1][C:2]1[C:10]([O:11][CH2:12][CH2:13][CH2:14][NH:15]C(OC(C)(C)C)=O)=[CH:9][C:8]([I:23])=[C:7]2[C:3]=1[CH2:4][NH:5][C:6]2=[O:24].Cl.CO.C(OC(C)C)(C)C. Given the product [ClH:1].[Cl:1][C:2]1[C:10]([O:11][CH2:12][CH2:13][CH2:14][NH2:15])=[CH:9][C:8]([I:23])=[C:7]2[C:3]=1[CH2:4][NH:5][C:6]2=[O:24], predict the reactants needed to synthesize it. (2) Given the product [CH:1]1([N:4]2[C:9](=[O:10])[C:8]3=[C:11]([NH:18][C:19]4[CH:24]=[CH:23][C:22]([I:25])=[CH:21][C:20]=4[F:26])[N:12]([CH3:17])[C:13](=[O:16])[C:14]([CH3:15])=[C:7]3[N:6]([C:27]3[CH:28]=[C:29]([NH:33][C:34]([CH:36]4[CH2:37][NH:38][CH2:39]4)=[O:35])[CH:30]=[CH:31][CH:32]=3)[C:5]2=[O:47])[CH2:2][CH2:3]1, predict the reactants needed to synthesize it. The reactants are: [CH:1]1([N:4]2[C:9](=[O:10])[C:8]3=[C:11]([NH:18][C:19]4[CH:24]=[CH:23][C:22]([I:25])=[CH:21][C:20]=4[F:26])[N:12]([CH3:17])[C:13](=[O:16])[C:14]([CH3:15])=[C:7]3[N:6]([C:27]3[CH:28]=[C:29]([NH:33][C:34]([CH:36]4[CH2:39][N:38](C(OC(C)(C)C)=O)[CH2:37]4)=[O:35])[CH:30]=[CH:31][CH:32]=3)[C:5]2=[O:47])[CH2:3][CH2:2]1.C(O)(C(F)(F)F)=O.